From a dataset of Full USPTO retrosynthesis dataset with 1.9M reactions from patents (1976-2016). Predict the reactants needed to synthesize the given product. (1) Given the product [F:14][C:15]1[CH:16]=[C:17]2[C:23]([C:24]3[N:25]=[N:26][C:7]([C:2]([CH3:13])([CH3:1])[C:3]([O:5][CH3:6])=[O:4])=[C:8]([OH:9])[N:27]=3)=[N:22][N:21]([CH2:28][C:29]3[CH:30]=[N:31][CH:32]=[N:33][CH:34]=3)[C:18]2=[N:19][CH:20]=1, predict the reactants needed to synthesize it. The reactants are: [CH3:1][C:2]([CH3:13])([C:7](=O)[C:8](OC)=[O:9])[C:3]([O:5][CH3:6])=[O:4].[F:14][C:15]1[CH:16]=[C:17]2[C:23]([C:24](=[NH:27])[NH:25][NH2:26])=[N:22][N:21]([CH2:28][C:29]3[CH:30]=[N:31][CH:32]=[N:33][CH:34]=3)[C:18]2=[N:19][CH:20]=1. (2) Given the product [CH2:1]([O:5][C:6]1[C:10]([CH2:11][OH:12])=[C:9]([CH3:14])[O:8][N:7]=1)[CH:2]([CH3:4])[CH3:3], predict the reactants needed to synthesize it. The reactants are: [CH2:1]([O:5][C:6]1[C:10]([C:11](O)=[O:12])=[C:9]([CH3:14])[O:8][N:7]=1)[CH:2]([CH3:4])[CH3:3].C(N(CC)CC)C.ClC(OCC)=O.[BH4-].[Na+]. (3) Given the product [Cl:1][C:2]1[CH:7]=[CH:6][C:5]([C:8](=[O:17])[C:9]([C:10]2[CH:15]=[CH:14][C:13]([Cl:16])=[CH:12][CH:11]=2)=[O:20])=[CH:4][CH:3]=1, predict the reactants needed to synthesize it. The reactants are: [Cl:1][C:2]1[CH:7]=[CH:6][C:5]([C:8](=[O:17])[CH2:9][C:10]2[CH:15]=[CH:14][C:13]([Cl:16])=[CH:12][CH:11]=2)=[CH:4][CH:3]=1.C(OCC)(=[O:20])C.